From a dataset of Forward reaction prediction with 1.9M reactions from USPTO patents (1976-2016). Predict the product of the given reaction. (1) Given the reactants [Cl:1][C:2]1[CH:7]=[CH:6][C:5]([C:8]2[N:12]([CH:13]([CH:16]3[CH2:18][CH2:17]3)[CH2:14][OH:15])[C:11]3[CH:19]=[C:20]([F:24])[C:21]([F:23])=[CH:22][C:10]=3[N:9]=2)=[CH:4][CH:3]=1.[CH3:25][C:26]1[CH:27]=[C:28]([CH:31]=[C:32]([CH3:35])[C:33]=1O)[C:29]#[N:30], predict the reaction product. The product is: [Cl:1][C:2]1[CH:7]=[CH:6][C:5]([C:8]2[N:12]([CH:13]([CH:16]3[CH2:18][CH2:17]3)[CH2:14][O:15][C:33]3[C:32]([CH3:35])=[CH:31][C:28]([C:29]#[N:30])=[CH:27][C:26]=3[CH3:25])[C:11]3[CH:19]=[C:20]([F:24])[C:21]([F:23])=[CH:22][C:10]=3[N:9]=2)=[CH:4][CH:3]=1. (2) Given the reactants Cl.[NH2:2][CH:3]([C:5]1[N:6]=[C:7]2[S:22][CH:21]=[C:20]([CH3:23])[N:8]2[C:9](=[O:19])[C:10]=1[C:11]1[CH:16]=[C:15]([F:17])[CH:14]=[C:13]([F:18])[CH:12]=1)[CH3:4].[F:24][C:25]1[N:33]=[C:32]2[C:28]([NH:29][CH:30]=[N:31]2)=[C:27](Cl)[N:26]=1.C(N(CC)C(C)C)(C)C, predict the reaction product. The product is: [F:18][C:13]1[CH:12]=[C:11]([C:10]2[C:9](=[O:19])[N:8]3[C:20]([CH3:23])=[CH:21][S:22][C:7]3=[N:6][C:5]=2[CH:3]([NH:2][C:27]2[N:26]=[C:25]([F:24])[N:33]=[C:32]3[C:28]=2[N:29]=[CH:30][NH:31]3)[CH3:4])[CH:16]=[C:15]([F:17])[CH:14]=1.